From a dataset of Full USPTO retrosynthesis dataset with 1.9M reactions from patents (1976-2016). Predict the reactants needed to synthesize the given product. (1) Given the product [CH3:1][O:2][C:3]1[CH:4]=[C:5]([CH:23]=[C:24]([C:27](=[O:43])[NH:28][C:29]2[CH:34]=[CH:33][C:32]([OH:35])=[C:31]([OH:39])[CH:30]=2)[C:25]=1[OH:26])[CH:6]=[C:7]1[S:11][C:10](=[O:12])[N:9]([CH2:13][C:14]2[CH:19]=[CH:18][C:17]([Cl:20])=[C:16]([Cl:21])[CH:15]=2)[C:8]1=[O:22], predict the reactants needed to synthesize it. The reactants are: [CH3:1][O:2][C:3]1[CH:4]=[C:5]([CH:23]=[C:24]([C:27](=[O:43])[NH:28][C:29]2[CH:34]=[CH:33][C:32]([O:35]COC)=[C:31]([O:39]COC)[CH:30]=2)[C:25]=1[OH:26])[CH:6]=[C:7]1[S:11][C:10](=[O:12])[N:9]([CH2:13][C:14]2[CH:19]=[CH:18][C:17]([Cl:20])=[C:16]([Cl:21])[CH:15]=2)[C:8]1=[O:22].Cl.C(OC(C)C)(C)C. (2) Given the product [OH:3][CH2:4][C@H:5]1[C@H:6]([OH:7])[C@H:8]([OH:13])[C@H:9]([OH:12])[CH2:10][O:11]1, predict the reactants needed to synthesize it. The reactants are: CC1(C)[O:7][C@@H:6]2[C@H:8]([OH:13])[C@H:9]([OH:12])[CH2:10][O:11][C@H:5]2[CH2:4][O:3]1.Cl. (3) Given the product [CH3:16][O:17][C:18]1[C:23]2[O:24][C@@H:25]([CH2:28][N:14]3[CH:9]4[CH2:10][CH2:11][CH:12]3[CH2:13][C:7]([C:1]3[CH:2]=[CH:3][CH:4]=[CH:5][CH:6]=3)([OH:15])[CH2:8]4)[CH2:26][O:27][C:22]=2[CH:21]=[CH:20][CH:19]=1, predict the reactants needed to synthesize it. The reactants are: [C:1]1([C:7]2([OH:15])[CH2:13][CH:12]3[NH:14][CH:9]([CH2:10][CH2:11]3)[CH2:8]2)[CH:6]=[CH:5][CH:4]=[CH:3][CH:2]=1.[CH3:16][O:17][C:18]1[C:23]2[O:24][C@H:25]([CH2:28]OS(C3C=CC(C)=CC=3)(=O)=O)[CH2:26][O:27][C:22]=2[CH:21]=[CH:20][CH:19]=1.